Dataset: Reaction yield outcomes from USPTO patents with 853,638 reactions. Task: Predict the reaction yield, written as a fraction of the theoretical maximum amount of product (1.0 means a 100% yield; for example, 0.34 means a 34% yield). (1) The reactants are [CH2:1]([O:8][C:9]1[C:14]([CH2:15][N:16]2[CH2:25][CH2:24][C:23]3[C:18](=[C:19]([Cl:28])[C:20](Br)=[CH:21][C:22]=3[Cl:26])[C:17]2=[O:29])=[C:13]([CH3:30])[CH:12]=[C:11]([CH3:31])[N:10]=1)[C:2]1[CH:7]=[CH:6][CH:5]=[CH:4][CH:3]=1.[Cl-].[Li+].C([Mg]Cl)(C)C.[C:39]([N:46]1[CH2:51][CH2:50][CH:49]([CH:52]=[O:53])[CH2:48][CH2:47]1)([O:41][C:42]([CH3:45])([CH3:44])[CH3:43])=[O:40]. The catalyst is O1CCCC1.O1CCOCC1. The product is [CH2:1]([O:8][C:9]1[C:14]([CH2:15][N:16]2[CH2:25][CH2:24][C:23]3[C:18](=[C:19]([Cl:28])[C:20]([CH:52]([OH:53])[CH:49]4[CH2:50][CH2:51][N:46]([C:39]([O:41][C:42]([CH3:44])([CH3:43])[CH3:45])=[O:40])[CH2:47][CH2:48]4)=[CH:21][C:22]=3[Cl:26])[C:17]2=[O:29])=[C:13]([CH3:30])[CH:12]=[C:11]([CH3:31])[N:10]=1)[C:2]1[CH:7]=[CH:6][CH:5]=[CH:4][CH:3]=1. The yield is 0.590. (2) The reactants are [CH3:1][O:2][C:3]1[CH:4]=[C:5]2[C:10](=[CH:11][CH:12]=1)[C:9](=[O:13])[CH2:8][CH2:7][CH2:6]2.C1C(=O)N([Br:21])C(=O)C1.OS(O)(=O)=O. The catalyst is O. The product is [Br:21][C:4]1[C:3]([O:2][CH3:1])=[CH:12][CH:11]=[C:10]2[C:5]=1[CH2:6][CH2:7][CH2:8][C:9]2=[O:13]. The yield is 0.410. (3) The reactants are [H-].[Na+].[C:3]([CH2:5]P(=O)(OCC)OCC)#[N:4].[Cl:14][C:15]1[CH:16]=[CH:17][C:18]([CH3:23])=[C:19]([CH:22]=1)[CH:20]=O.O. The catalyst is C1COCC1. The product is [Cl:14][C:15]1[CH:16]=[CH:17][C:18]([CH3:23])=[C:19]([CH:20]=[CH:5][C:3]#[N:4])[CH:22]=1. The yield is 0.950. (4) The reactants are Br[C:2]1[CH:11]=[N:10][CH:9]=[CH:8][C:3]=1[C:4]([O:6][CH3:7])=[O:5].[F:12][C:13]1[CH:20]=[CH:19][C:16]([CH2:17][NH2:18])=[CH:15][CH:14]=1.CC1(C)C2C(=C(P(C3C=CC=CC=3)C3C=CC=CC=3)C=CC=2)OC2C(P(C3C=CC=CC=3)C3C=CC=CC=3)=CC=CC1=2.C(=O)([O-])[O-].[Cs+].[Cs+]. The catalyst is O1CCOCC1.C1C=CC(/C=C/C(/C=C/C2C=CC=CC=2)=O)=CC=1.C1C=CC(/C=C/C(/C=C/C2C=CC=CC=2)=O)=CC=1.[Pd]. The product is [F:12][C:13]1[CH:20]=[CH:19][C:16]([CH2:17][NH:18][C:2]2[CH:11]=[N:10][CH:9]=[CH:8][C:3]=2[C:4]([O:6][CH3:7])=[O:5])=[CH:15][CH:14]=1. The yield is 0.880. (5) The reactants are [NH2:1][C:2]([CH3:8])([CH2:6][OH:7])[C:3]([OH:5])=[O:4].S(Cl)([Cl:11])=O.[CH3:13]O. No catalyst specified. The product is [ClH:11].[NH2:1][C:2]([CH3:8])([CH2:6][OH:7])[C:3]([O:5][CH3:13])=[O:4]. The yield is 0.300.